Task: Predict which catalyst facilitates the given reaction.. Dataset: Catalyst prediction with 721,799 reactions and 888 catalyst types from USPTO (1) Reactant: C([O:3][C:4]([C:6]1([NH:15][C:16]([C:18]2[C:23]([O:24][CH2:25][CH2:26][CH3:27])=[CH:22][CH:21]=[CH:20][N:19]=2)=[O:17])[CH2:14][C:13]2[C:8](=[CH:9][CH:10]=[CH:11][CH:12]=2)[CH2:7]1)=[O:5])C.O1CCOCC1.CO. Product: [CH2:25]([O:24][C:23]1[C:18]([C:16]([NH:15][C:6]2([C:4]([OH:5])=[O:3])[CH2:7][C:8]3[C:13](=[CH:12][CH:11]=[CH:10][CH:9]=3)[CH2:14]2)=[O:17])=[N:19][CH:20]=[CH:21][CH:22]=1)[CH2:26][CH3:27]. The catalyst class is: 6. (2) Reactant: [CH3:1][C:2]1[CH:3]=[C:4]2[C:8](=[CH:9][CH:10]=1)[C:7](=[O:11])[O:6][C:5]2=O.O.[NH2:14][NH2:15]. The catalyst class is: 32. Product: [CH3:1][C:2]1[CH:3]=[C:4]2[C:8](=[CH:9][CH:10]=1)[C:7](=[O:11])[NH:15][NH:14][C:5]2=[O:6]. (3) Reactant: C(OC(=O)[NH:7][CH2:8][C:9]1[CH:38]=[CH:37][C:12]2[N:13]([CH2:32][CH2:33][CH2:34][CH2:35][F:36])[C:14]([CH2:16][N:17]3[C:26]4[C:21](=[CH:22][CH:23]=[CH:24][CH:25]=4)[C:20](=[O:27])[N:19]([CH:28]4[CH2:30][CH2:29]4)[C:18]3=[O:31])=[N:15][C:11]=2[CH:10]=1)(C)(C)C.C(O)(C(F)(F)F)=O.C(Cl)(=O)C. Product: [NH2:7][CH2:8][C:9]1[CH:38]=[CH:37][C:12]2[N:13]([CH2:32][CH2:33][CH2:34][CH2:35][F:36])[C:14]([CH2:16][N:17]3[C:26]4[C:21](=[CH:22][CH:23]=[CH:24][CH:25]=4)[C:20](=[O:27])[N:19]([CH:28]4[CH2:30][CH2:29]4)[C:18]3=[O:31])=[N:15][C:11]=2[CH:10]=1. The catalyst class is: 2. (4) Reactant: FC(F)(F)C(O)=O.[OH:8][CH2:9][C:10]1([OH:14])[CH2:13][NH:12][CH2:11]1.[CH:15]([N:19]1[C:27]2[CH:26]=[C:25]([Cl:28])[N:24]=[CH:23][C:22]=2[C:21](I)=[N:20]1)([CH2:17][CH3:18])[CH3:16].N1CCC[C@H]1C(O)=O.C(=O)([O-])[O-].[K+].[K+]. Product: [CH3:16][CH:15]([N:19]1[C:27]2[CH:26]=[C:25]([Cl:28])[N:24]=[CH:23][C:22]=2[C:21]([N:12]2[CH2:13][C:10]([CH2:9][OH:8])([OH:14])[CH2:11]2)=[N:20]1)[CH2:17][CH3:18]. The catalyst class is: 590.